This data is from Reaction yield outcomes from USPTO patents with 853,638 reactions. The task is: Predict the reaction yield, written as a fraction of the theoretical maximum amount of product (1.0 means a 100% yield; for example, 0.34 means a 34% yield). (1) The reactants are CS(O[CH2:6][CH:7]1[CH2:12][CH2:11][CH:10]([NH:13][C:14]2[C:23]3[C:18](=[CH:19][CH:20]=[C:21](Cl)[N:22]=3)[N:17]=[CH:16][C:15]=2[C:25](=[O:27])[CH3:26])[CH2:9][CH2:8]1)(=O)=O.[NH:28]1[CH2:32][CH2:31][CH2:30][CH2:29]1. No catalyst specified. The product is [N:28]1([C:21]2[N:22]=[C:23]3[C:18](=[CH:19][CH:20]=2)[N:17]=[CH:16][C:15]([C:25](=[O:27])[CH3:26])=[C:14]3[NH:13][C@H:10]2[CH2:11][CH2:12][C@H:7]([CH2:6][N:28]3[CH2:32][CH2:31][CH2:30][CH2:29]3)[CH2:8][CH2:9]2)[CH2:32][CH2:31][CH2:30][CH2:29]1. The yield is 0.180. (2) The reactants are [NH2:1][CH:2]1[CH2:5][N:4]([C@H:6]2[CH2:11][CH2:10][C@H:9]([CH2:12][NH:13][C:14]3[C:19]([N+:20]([O-:22])=[O:21])=[CH:18][N:17]=[C:16]([NH:23][CH2:24][C:25]4[CH:30]=[CH:29][CH:28]=[CH:27][C:26]=4[O:31][C:32]([F:35])([F:34])[F:33])[N:15]=3)[CH2:8][CH2:7]2)[CH2:3]1.[C:36](O)(=[O:43])[C:37]1[CH:42]=[CH:41][CH:40]=[CH:39][CH:38]=1.N=C=N.C1N=CN(C(N2C=NC=C2)=O)C=1.C(N(CC)CC)C. The catalyst is C1COCC1. The product is [N+:20]([C:19]1[C:14]([NH:13][CH2:12][C@H:9]2[CH2:10][CH2:11][C@H:6]([N:4]3[CH2:5][CH:2]([NH:1][C:36](=[O:43])[C:37]4[CH:42]=[CH:41][CH:40]=[CH:39][CH:38]=4)[CH2:3]3)[CH2:7][CH2:8]2)=[N:15][C:16]([NH:23][CH2:24][C:25]2[CH:30]=[CH:29][CH:28]=[CH:27][C:26]=2[O:31][C:32]([F:34])([F:35])[F:33])=[N:17][CH:18]=1)([O-:22])=[O:21]. The yield is 0.740. (3) The reactants are [N:1]1([CH2:7][CH2:8][OH:9])[CH2:6][CH2:5][NH:4][CH2:3][CH2:2]1.F[C:11]1[CH:12]=[C:13]([CH:16]=[CH:17][CH:18]=1)[C:14]#[N:15].O. The catalyst is CS(C)=O. The product is [OH:9][CH2:8][CH2:7][N:1]1[CH2:6][CH2:5][N:4]([C:11]2[CH:12]=[C:13]([CH:16]=[CH:17][CH:18]=2)[C:14]#[N:15])[CH2:3][CH2:2]1. The yield is 0.550. (4) The reactants are [F:1][C:2]1[CH:3]=[C:4]([S:8]([C:11]2[CH:16]=[CH:15][C:14]([N:17]3[CH2:23][CH2:22][CH2:21][NH:20][CH2:19][CH2:18]3)=[CH:13][C:12]=2[N+:24]([O-:26])=[O:25])(=[O:10])=[O:9])[CH:5]=[CH:6][CH:7]=1.[OH-].[Na+].[C:29](O[C:29]([O:31][C:32]([CH3:35])([CH3:34])[CH3:33])=[O:30])([O:31][C:32]([CH3:35])([CH3:34])[CH3:33])=[O:30].Cl. The catalyst is C1COCC1.O.C(Cl)Cl. The product is [F:1][C:2]1[CH:3]=[C:4]([S:8]([C:11]2[CH:16]=[CH:15][C:14]([N:17]3[CH2:23][CH2:22][CH2:21][N:20]([C:29]([O:31][C:32]([CH3:35])([CH3:34])[CH3:33])=[O:30])[CH2:19][CH2:18]3)=[CH:13][C:12]=2[N+:24]([O-:26])=[O:25])(=[O:10])=[O:9])[CH:5]=[CH:6][CH:7]=1. The yield is 0.990. (5) The reactants are [N:1]1[C:14]2[C:5](=[C:6]3[C:11](=[CH:12][CH:13]=2)[CH2:10][CH2:9][C@H:8]([CH2:15][OH:16])[O:7]3)[CH:4]=[CH:3][CH:2]=1.[C:17]1([CH3:27])[CH:22]=[CH:21][C:20]([S:23](Cl)(=[O:25])=[O:24])=[CH:19][CH:18]=1. The product is [N:1]1[C:14]2[C:5](=[C:6]3[C:11](=[CH:12][CH:13]=2)[CH2:10][CH2:9][C@H:8]([CH2:15][O:16][S:23]([C:20]2[CH:21]=[CH:22][C:17]([CH3:27])=[CH:18][CH:19]=2)(=[O:25])=[O:24])[O:7]3)[CH:4]=[CH:3][CH:2]=1. The yield is 0.950. The catalyst is N1C=CC=CC=1. (6) The reactants are [C:1]([C:5]1[CH:25]=[CH:24][CH:23]=[CH:22][C:6]=1[O:7][CH:8]1[CH2:11][N:10]([C:12]([C:14]2[CH:21]=[CH:20][C:17]([CH:18]=O)=[CH:16][CH:15]=2)=[O:13])[CH2:9]1)([CH3:4])([CH3:3])[CH3:2].N1CCCCC1.[S:32]1[CH2:36][C:35](=[O:37])[NH:34][C:33]1=[O:38].C(O)(=O)C. The catalyst is CCO.C(OCC)(=O)C. The product is [C:1]([C:5]1[CH:25]=[CH:24][CH:23]=[CH:22][C:6]=1[O:7][CH:8]1[CH2:11][N:10]([C:12]([C:14]2[CH:15]=[CH:16][C:17]([CH:18]=[C:36]3[S:32][C:33](=[O:38])[NH:34][C:35]3=[O:37])=[CH:20][CH:21]=2)=[O:13])[CH2:9]1)([CH3:4])([CH3:2])[CH3:3]. The yield is 0.560. (7) The product is [CH2:2]([N:4]([C:5]1[CH:6]=[N:7][O:8][C:9]=1[CH3:10])[C:17]([CH:14]1[CH2:16][CH2:15]1)=[O:18])[CH3:3]. The reactants are Cl.[CH2:2]([NH:4][C:5]1[CH:6]=[N:7][O:8][C:9]=1[CH3:10])[CH3:3].C(Cl)Cl.[CH:14]1([C:17](Cl)=[O:18])[CH2:16][CH2:15]1. The yield is 0.690. The catalyst is O. (8) The reactants are [CH2:1]([C@@H:8]1[CH2:12][O:11][C:10](=[O:13])[N:9]1[C:14](=[O:33])[C@H:15]([CH3:32])[C@H:16]([C@H:18]1[CH2:22][O:21][C:20]([CH3:24])([CH3:23])[N:19]1[C:25]([O:27][C:28]([CH3:31])([CH3:30])[CH3:29])=[O:26])[OH:17])[C:2]1[CH:7]=[CH:6][CH:5]=[CH:4][CH:3]=1.N1C(C)=CC=CC=1C.FC(F)(F)S(O[Si:48]([C:51]([CH3:54])([CH3:53])[CH3:52])([CH3:50])[CH3:49])(=O)=O. The catalyst is C(Cl)Cl. The product is [CH2:1]([C@@H:8]1[CH2:12][O:11][C:10](=[O:13])[N:9]1[C:14](=[O:33])[C@H:15]([CH3:32])[C@H:16]([C@H:18]1[CH2:22][O:21][C:20]([CH3:24])([CH3:23])[N:19]1[C:25]([O:27][C:28]([CH3:31])([CH3:30])[CH3:29])=[O:26])[O:17][Si:48]([C:51]([CH3:54])([CH3:53])[CH3:52])([CH3:50])[CH3:49])[C:2]1[CH:7]=[CH:6][CH:5]=[CH:4][CH:3]=1. The yield is 0.928.